Dataset: Forward reaction prediction with 1.9M reactions from USPTO patents (1976-2016). Task: Predict the product of the given reaction. (1) Given the reactants [NH2:1][C:2]1[N:7]=[CH:6][C:5]([CH2:8][N:9]2[C:13](=[O:14])[C:12]([C:15]3[CH:20]=[CH:19][CH:18]=[CH:17][CH:16]=3)=[C:11]([NH:21][C:22]3[CH:27]=[CH:26][C:25]([O:28][CH:29]([F:31])[F:30])=[CH:24][CH:23]=3)[C:10]2=O)=[CH:4][CH:3]=1.COC1C=CC(P2(SP(C3C=CC(OC)=CC=3)(=S)S2)=[S:42])=CC=1.C(Cl)Cl.CC#N.C(Cl)Cl, predict the reaction product. The product is: [NH2:1][C:2]1[N:7]=[CH:6][C:5]([CH2:8][N:9]2[C:10](=[S:42])[C:11]([NH:21][C:22]3[CH:27]=[CH:26][C:25]([O:28][CH:29]([F:31])[F:30])=[CH:24][CH:23]=3)=[C:12]([C:15]3[CH:20]=[CH:19][CH:18]=[CH:17][CH:16]=3)[C:13]2=[O:14])=[CH:4][CH:3]=1. (2) Given the reactants [NH2:1][C:2]1[CH:3]=[C:4]([CH:8]=[CH:9][C:10]=1[O:11][CH3:12])[C:5]([OH:7])=[O:6].[C:13]1([CH2:19]O)[CH:18]=[CH:17][CH:16]=[CH:15][CH:14]=1.C(Cl)CCl, predict the reaction product. The product is: [NH2:1][C:2]1[CH:3]=[C:4]([CH:8]=[CH:9][C:10]=1[O:11][CH3:12])[C:5]([O:7][CH2:19][C:13]1[CH:18]=[CH:17][CH:16]=[CH:15][CH:14]=1)=[O:6].